From a dataset of Forward reaction prediction with 1.9M reactions from USPTO patents (1976-2016). Predict the product of the given reaction. (1) Given the reactants [Si:1]([O:8][CH2:9][C@@H:10]([N:15]1[C:24]2[C:19](=[CH:20][C:21]([O:27]CC3C=CC(OC)=CC=3)=[C:22]([O:25][CH3:26])[CH:23]=2)[C:18](=[O:37])[C:17]([C:38]([O:40][CH2:41][CH3:42])=[O:39])=[CH:16]1)[C:11]([CH3:14])([CH3:13])[CH3:12])([C:4]([CH3:7])([CH3:6])[CH3:5])([CH3:3])[CH3:2].C(O)(C(F)(F)F)=O, predict the reaction product. The product is: [Si:1]([O:8][CH2:9][C@@H:10]([N:15]1[C:24]2[C:19](=[CH:20][C:21]([OH:27])=[C:22]([O:25][CH3:26])[CH:23]=2)[C:18](=[O:37])[C:17]([C:38]([O:40][CH2:41][CH3:42])=[O:39])=[CH:16]1)[C:11]([CH3:14])([CH3:13])[CH3:12])([C:4]([CH3:5])([CH3:6])[CH3:7])([CH3:3])[CH3:2]. (2) Given the reactants Cl.[NH:2]1[CH2:7][CH2:6][CH2:5][C@H:4]([NH:8][C:9]([C:11]2[C:15]3[N:16]=[CH:17][N:18]=[C:19]([C:20]4[CH:25]=[C:24]([F:26])[C:23]([O:27][CH3:28])=[CH:22][C:21]=4[O:29][CH2:30][CH:31]4[CH2:33][CH2:32]4)[C:14]=3[NH:13][CH:12]=2)=[O:10])[CH2:3]1.[C:34](Cl)(=[O:36])[CH3:35], predict the reaction product. The product is: [C:34]([N:2]1[CH2:7][CH2:6][CH2:5][C@H:4]([NH:8][C:9]([C:11]2[C:15]3[N:16]=[CH:17][N:18]=[C:19]([C:20]4[CH:25]=[C:24]([F:26])[C:23]([O:27][CH3:28])=[CH:22][C:21]=4[O:29][CH2:30][CH:31]4[CH2:32][CH2:33]4)[C:14]=3[NH:13][CH:12]=2)=[O:10])[CH2:3]1)(=[O:36])[CH3:35]. (3) Given the reactants [Cl:1][C:2]1[C:3]([F:19])=[C:4]([N:8]2[C:12]([CH3:13])=[C:11]([C:14]([O:16][CH2:17][CH3:18])=[O:15])[N:10]=[CH:9]2)[CH:5]=[CH:6][CH:7]=1.[CH3:20][C:21]1[N:22]=[CH:23][NH:24][C:25]=1[C:26]([O:28][CH2:29][CH3:30])=[O:27].ClC1C(F)=C(B(O)O)C=CC=1, predict the reaction product. The product is: [Cl:1][C:2]1[C:3]([F:19])=[C:4]([N:24]2[C:25]([C:26]([O:28][CH2:29][CH3:30])=[O:27])=[C:21]([CH3:20])[N:22]=[CH:23]2)[CH:5]=[CH:6][CH:7]=1.[Cl:1][C:2]1[C:3]([F:19])=[C:4]([N:8]2[C:12]([CH3:13])=[C:11]([C:14]([O:16][CH2:17][CH3:18])=[O:15])[N:10]=[CH:9]2)[CH:5]=[CH:6][CH:7]=1. (4) Given the reactants [CH3:1][O:2][C:3]1[CH:8]=[CH:7][NH:6][C:5](=[O:9])[C:4]=1[C:10]#[N:11].Cl[C:13]1[CH:18]=[CH:17][N:16]=[CH:15][C:14]=1[N+:19]([O-:21])=[O:20].C(=O)([O-])[O-].[Cs+].[Cs+].C(=O)([O-])O.[Na+], predict the reaction product. The product is: [CH3:1][O:2][C:3]1[CH:8]=[CH:7][N:6]([C:13]2[CH:18]=[CH:17][N:16]=[CH:15][C:14]=2[N+:19]([O-:21])=[O:20])[C:5](=[O:9])[C:4]=1[C:10]#[N:11]. (5) Given the reactants Br[C:2]1[C:3]([CH3:8])=[N:4][CH:5]=[CH:6][CH:7]=1.[CH3:9][O:10][C:11]1[CH:16]=[CH:15][C:14](B(O)O)=[CH:13][CH:12]=1.C([O-])([O-])=O.[Na+].[Na+].C(Cl)Cl, predict the reaction product. The product is: [CH3:9][O:10][C:11]1[CH:16]=[CH:15][C:14]([C:2]2[C:3]([CH3:8])=[N:4][CH:5]=[CH:6][CH:7]=2)=[CH:13][CH:12]=1. (6) The product is: [Cl:16][C:11]1[CH:12]=[CH:13][CH:14]=[CH:15][C:10]=1[CH2:9][NH:8][C:6]1[N:7]=[C:2]([C:29]2[CH:30]=[C:25]([CH:26]=[CH:27][CH:28]=2)/[CH:23]=[C:38]2/[C:37](=[O:39])[NH:36][C:35](=[O:40])[S:34]/2)[CH:3]=[N:4][CH:5]=1. Given the reactants Cl[C:2]1[N:7]=[C:6]([NH:8][CH2:9][C:10]2[CH:15]=[CH:14][CH:13]=[CH:12][C:11]=2[Cl:16])[CH:5]=[N:4][CH:3]=1.C([O-])([O-])=O.[Cs+].[Cs+].[CH:23]([C:25]1[CH:26]=[C:27](B(O)O)[CH:28]=[CH:29][CH:30]=1)=O.[S:34]1[CH2:38][C:37](=[O:39])[NH:36][C:35]1=[O:40].N1CCCCC1, predict the reaction product. (7) Given the reactants [CH2:1]([C:3]1[CH:8]=[CH:7][CH:6]=[C:5]([CH2:9][CH3:10])[C:4]=1[C:11]1[CH:20]=[C:19]([CH3:21])[C:14]([C:15](OC)=[O:16])=[C:13]([CH:22]=[CH2:23])[N:12]=1)[CH3:2].C([O-])(=O)C.[NH4+:28], predict the reaction product. The product is: [CH2:1]([C:3]1[CH:8]=[CH:7][CH:6]=[C:5]([CH2:9][CH3:10])[C:4]=1[C:11]1[CH:20]=[C:19]([CH3:21])[C:14]2[C:15](=[O:16])[NH:28][CH2:23][CH2:22][C:13]=2[N:12]=1)[CH3:2]. (8) The product is: [C:2]([OH:4])(=[O:3])[CH2:1][OH:8].[C:11]([OH:13])(=[O:12])[C@H:10]([CH3:9])[OH:17]. Given the reactants [CH2:1]1[O:8]C(=O)C[O:4][C:2]1=[O:3].[CH3:9][C@@H:10]1[O:17]C(=O)[C@H](C)[O:13][C:11]1=[O:12], predict the reaction product. (9) The product is: [O:6]1[CH2:12][CH2:11][C:10](=[N:1][OH:2])[NH:9][CH2:8][CH2:7]1. Given the reactants [NH2:1][OH:2].Cl.[OH-].[K+].[O:6]1[CH2:12][CH2:11][C:10](=S)[NH:9][CH2:8][CH2:7]1.C(OCC)C, predict the reaction product.